Dataset: Full USPTO retrosynthesis dataset with 1.9M reactions from patents (1976-2016). Task: Predict the reactants needed to synthesize the given product. (1) Given the product [OH:2][C:3]1[CH:8]=[CH:7][CH:6]=[CH:5][C:4]=1[C:9]1[CH:10]=[C:11]2[N:16]([CH:17]=1)[CH:15]=[CH:14][CH:13]=[CH:12]2, predict the reactants needed to synthesize it. The reactants are: C[O:2][C:3]1[CH:8]=[CH:7][CH:6]=[CH:5][C:4]=1[C:9]1[CH:10]=[C:11]2[N:16]([CH:17]=1)[CH:15]=[CH:14][CH:13]=[CH:12]2.C([S-])C.[Na+]. (2) Given the product [NH2:6][C:5]1[CH:7]=[CH:8][C:2]([S:19][C:16]2[CH:17]=[CH:18][C:13]([OH:12])=[CH:14][CH:15]=2)=[C:3]([N+:9]([O-:11])=[O:10])[CH:4]=1, predict the reactants needed to synthesize it. The reactants are: Cl[C:2]1[CH:8]=[CH:7][C:5]([NH2:6])=[CH:4][C:3]=1[N+:9]([O-:11])=[O:10].[OH:12][C:13]1[CH:18]=[CH:17][C:16]([SH:19])=[CH:15][CH:14]=1.C(=O)([O-])[O-].[Cs+].[Cs+].C(OCC)(=O)C.